Task: Predict the product of the given reaction.. Dataset: Forward reaction prediction with 1.9M reactions from USPTO patents (1976-2016) (1) The product is: [Cl:6][C:7]1[CH:8]=[CH:9][C:10]([CH2:13][CH2:14][C:15]2[O:16][C:2](=[O:3])[S:4][N:17]=2)=[CH:11][CH:12]=1. Given the reactants Cl[C:2]([S:4]Cl)=[O:3].[Cl:6][C:7]1[CH:12]=[CH:11][C:10]([CH2:13][CH2:14][C:15]([NH2:17])=[O:16])=[CH:9][CH:8]=1, predict the reaction product. (2) Given the reactants [CH:1]1([C:4]2[C:5]([O:13][CH2:14][CH:15]3[CH2:17][CH2:16]3)=[CH:6][C:7]([C:10]([OH:12])=O)=[N:8][CH:9]=2)[CH2:3][CH2:2]1.Cl.[S:19]1[CH:23]=[CH:22][N:21]=[C:20]1[C:24]1([NH2:28])[CH2:27][O:26][CH2:25]1, predict the reaction product. The product is: [S:19]1[CH:23]=[CH:22][N:21]=[C:20]1[C:24]1([NH:28][C:10]([C:7]2[CH:6]=[C:5]([O:13][CH2:14][CH:15]3[CH2:17][CH2:16]3)[C:4]([CH:1]3[CH2:2][CH2:3]3)=[CH:9][N:8]=2)=[O:12])[CH2:27][O:26][CH2:25]1. (3) Given the reactants [CH2:1]([C:3]1[S:4][CH:5]=[C:6](/[CH:8]=[CH:9]/[C:10]2[C:11]([O:21][CH2:22][C:23]3[CH:46]=[CH:45][C:26]([O:27][CH2:28][C:29]4[N:30]=[C:31]([C:35]5[CH:36]=[C:37]([CH:42]=[CH:43][CH:44]=5)[C:38]([O:40]C)=[O:39])[O:32][C:33]=4[CH3:34])=[C:25]([O:47][CH3:48])[CH:24]=3)=[N:12][N:13]([C:15]3[CH:20]=[CH:19][CH:18]=[CH:17][CH:16]=3)[CH:14]=2)[N:7]=1)[CH3:2].O1CCCC1.[OH-].[Na+].Cl, predict the reaction product. The product is: [CH2:1]([C:3]1[S:4][CH:5]=[C:6](/[CH:8]=[CH:9]/[C:10]2[C:11]([O:21][CH2:22][C:23]3[CH:46]=[CH:45][C:26]([O:27][CH2:28][C:29]4[N:30]=[C:31]([C:35]5[CH:36]=[C:37]([CH:42]=[CH:43][CH:44]=5)[C:38]([OH:40])=[O:39])[O:32][C:33]=4[CH3:34])=[C:25]([O:47][CH3:48])[CH:24]=3)=[N:12][N:13]([C:15]3[CH:16]=[CH:17][CH:18]=[CH:19][CH:20]=3)[CH:14]=2)[N:7]=1)[CH3:2]. (4) Given the reactants [C:1]([C:5]1[N:6]=[C:7]2[C:12]([C:13]([F:16])([F:15])[F:14])=[CH:11][CH:10]=[CH:9][N:8]2[CH:17]=1)([CH3:4])([CH3:3])[CH3:2].I[C:19]1[CH:20]=[C:21]([OH:25])[CH:22]=[CH:23][CH:24]=1.C([O-])(=O)C.[K+], predict the reaction product. The product is: [C:1]([C:5]1[N:6]=[C:7]2[C:12]([C:13]([F:16])([F:14])[F:15])=[CH:11][CH:10]=[CH:9][N:8]2[C:17]=1[C:19]1[CH:20]=[C:21]([OH:25])[CH:22]=[CH:23][CH:24]=1)([CH3:4])([CH3:2])[CH3:3]. (5) Given the reactants Br[C:2]1[CH:3]=[C:4]([CH3:10])[C:5]([O:8][CH3:9])=[N:6][CH:7]=1.[O:11]1[C:15]2([CH2:20][CH2:19][C:18](=[O:21])[CH2:17][CH2:16]2)[O:14][CH2:13][CH2:12]1, predict the reaction product. The product is: [CH3:9][O:8][C:5]1[N:6]=[CH:7][C:2]([C:18]2([OH:21])[CH2:19][CH2:20][C:15]3([O:14][CH2:13][CH2:12][O:11]3)[CH2:16][CH2:17]2)=[CH:3][C:4]=1[CH3:10]. (6) Given the reactants [Cl:1][C:2]1[CH:7]=[C:6]([F:8])[CH:5]=[CH:4][C:3]=1[CH2:9][NH:10][C:11](=[O:24])[CH2:12][C:13]1[C:14]([CH3:23])=[N:15][N:16]([CH2:19][C:20](O)=[O:21])[C:17]=1[CH3:18].ClC(OCC(C)C)=O.CN1CCOCC1.[BH4-].[Na+].Cl, predict the reaction product. The product is: [Cl:1][C:2]1[CH:7]=[C:6]([F:8])[CH:5]=[CH:4][C:3]=1[CH2:9][NH:10][C:11](=[O:24])[CH2:12][C:13]1[C:14]([CH3:23])=[N:15][N:16]([CH2:19][CH2:20][OH:21])[C:17]=1[CH3:18]. (7) The product is: [Cl:29][C:30]1[C:35]([F:36])=[CH:34][C:33]([F:37])=[C:32]([S:38]([N:6]([CH2:5][C:4]2[CH:13]=[CH:14][C:15]([O:17][CH3:18])=[CH:16][C:3]=2[O:2][CH3:1])[C:7]2[N:8]=[CH:9][CH:10]=[CH:11][N:12]=2)(=[O:40])=[O:39])[CH:31]=1. Given the reactants [CH3:1][O:2][C:3]1[CH:16]=[C:15]([O:17][CH3:18])[CH:14]=[CH:13][C:4]=1[CH2:5][NH:6][C:7]1[N:12]=[CH:11][CH:10]=[CH:9][N:8]=1.C[Si]([N-][Si](C)(C)C)(C)C.[Li+].[Cl:29][C:30]1[CH:31]=[C:32]([S:38](Cl)(=[O:40])=[O:39])[C:33]([F:37])=[CH:34][C:35]=1[F:36], predict the reaction product. (8) Given the reactants FC(F)(F)C1C=CC(CBr)=CC=1.CC1C=CC(S(O[CH2:24][CH2:25][C:26]2[CH:31]=[CH:30][CH:29]=[CH:28][CH:27]=2)(=O)=O)=CC=1.[CH3:32][C:33]1[CH:37]=[C:36]([N:38]2[CH2:42][CH2:41][NH:40][C:39]2=[O:43])[S:35][C:34]=1[C:44]([O:46][CH2:47][CH3:48])=[O:45], predict the reaction product. The product is: [CH3:32][C:33]1[CH:37]=[C:36]([N:38]2[CH2:42][CH2:41][N:40]([CH2:24][CH2:25][C:26]3[CH:27]=[CH:28][CH:29]=[CH:30][CH:31]=3)[C:39]2=[O:43])[S:35][C:34]=1[C:44]([O:46][CH2:47][CH3:48])=[O:45]. (9) Given the reactants [CH3:1][C@@H:2]1[N:7](C(OC(C)(C)C)=O)[CH2:6][C:5]2[C:15]([CH:18]3[CH2:22][CH2:21][CH2:20][O:19]3)=[N:16][NH:17][C:4]=2[CH2:3]1.Cl.O1CCOCC1, predict the reaction product. The product is: [CH3:1][C@@H:2]1[NH:7][CH2:6][C:5]2[C:15]([CH:18]3[CH2:22][CH2:21][CH2:20][O:19]3)=[N:16][NH:17][C:4]=2[CH2:3]1.